This data is from Catalyst prediction with 721,799 reactions and 888 catalyst types from USPTO. The task is: Predict which catalyst facilitates the given reaction. (1) Reactant: [NH:1]1[CH2:5][CH2:4][C@H:3]([NH:6][C:7](=[O:13])[O:8][C:9]([CH3:12])([CH3:11])[CH3:10])[CH2:2]1.C(O[C:17]1(O[Si](C)(C)C)[CH2:19][CH2:18]1)C.C([BH3-])#N.[Na+].[OH-].[Na+]. Product: [CH:17]1([N:1]2[CH2:5][CH2:4][C@H:3]([NH:6][C:7](=[O:13])[O:8][C:9]([CH3:10])([CH3:12])[CH3:11])[CH2:2]2)[CH2:19][CH2:18]1. The catalyst class is: 130. (2) Reactant: CO[CH:3](OC)[CH2:4][CH:5](OC)OC.[C:12]([C:15]1[CH:20]=[CH:19][N:18]=[CH:17][CH:16]=1)(=O)[CH3:13].C(O)(=O)C.C([O-])(=O)C.[NH4+:29].[OH-].[Na+]. Product: [N:29]1[CH:5]=[CH:4][CH:3]=[CH:13][C:12]=1[C:15]1[CH:20]=[CH:19][N:18]=[CH:17][CH:16]=1. The catalyst class is: 41. (3) Reactant: O([C:3](=[CH2:34])[CH2:4][CH2:5][CH2:6][CH2:7][O:8][C:9]1[C:10]([O:32][CH3:33])=[CH:11][C:12]2[C:18](=[O:19])[N:17]3[CH2:20][CH2:21][CH2:22][CH:16]3[C@H:15]([OH:23])[N:14]([C:24]([O:26][C:27]([CH3:30])([CH3:29])[CH3:28])=[O:25])[C:13]=2[CH:31]=1)O.[Cl:35][CH2:36][C@H:37]1[C:45]2[C:44]3[CH:46]=[CH:47][CH:48]=[CH:49][C:43]=3[C:42]([O:50][CH2:51][C:52]3[CH:57]=[CH:56][C:55]([N+:58]([O-:60])=[O:59])=[CH:54][CH:53]=3)=[CH:41][C:40]=2[NH:39][CH2:38]1.CCN=C=NCCCN(C)C.Cl.CC1C=CC(S(O)(=O)=[O:81])=CC=1. The catalyst class is: 287. Product: [C:24]([N:14]1[C:13]2[CH:31]=[C:9]([O:8][CH2:7][CH2:6][CH2:5][CH2:4][CH2:3][C:34]([N:39]3[C:40]4[CH:41]=[C:42]([O:50][CH2:51][C:52]5[CH:57]=[CH:56][C:55]([N+:58]([O-:60])=[O:59])=[CH:54][CH:53]=5)[C:43]5[CH:49]=[CH:48][CH:47]=[CH:46][C:44]=5[C:45]=4[C@H:37]([CH2:36][Cl:35])[CH2:38]3)=[O:81])[C:10]([O:32][CH3:33])=[CH:11][C:12]=2[C:18](=[O:19])[N:17]2[CH2:20][CH2:21][CH2:22][CH:16]2[C@@H:15]1[OH:23])([O:26][C:27]([CH3:28])([CH3:29])[CH3:30])=[O:25]. (4) Reactant: C(N(CC)CC)C.[Cl:8][C:9]1[C:18]([N+:19]([O-:21])=[O:20])=[C:17](Cl)[C:16]2[C:11](=[CH:12][CH:13]=[CH:14][CH:15]=2)[N:10]=1.[CH2:23]([NH2:26])[CH:24]=[CH2:25]. The catalyst class is: 4. Product: [CH2:23]([NH:26][C:17]1[C:16]2[C:11](=[CH:12][CH:13]=[CH:14][CH:15]=2)[N:10]=[C:9]([Cl:8])[C:18]=1[N+:19]([O-:21])=[O:20])[CH:24]=[CH2:25].